From a dataset of Forward reaction prediction with 1.9M reactions from USPTO patents (1976-2016). Predict the product of the given reaction. (1) Given the reactants [C:1]([C:5]1[N:19]=[C:8]2[N:9]=[CH:10][C:11]([C:13]#[C:14][Si](C)(C)C)=[CH:12][N:7]2[N:6]=1)([CH3:4])([CH3:3])[CH3:2].[F:20][C:21]1[CH:26]=[CH:25][C:24]([F:27])=[CH:23][C:22]=1I.CCN(CC)CC.CCCC[N+](CCCC)(CCCC)CCCC.[F-].C1COCC1, predict the reaction product. The product is: [C:1]([C:5]1[N:19]=[C:8]2[N:9]=[CH:10][C:11]([C:13]#[C:14][C:25]3[CH:26]=[C:21]([F:20])[CH:22]=[CH:23][C:24]=3[F:27])=[CH:12][N:7]2[N:6]=1)([CH3:4])([CH3:3])[CH3:2]. (2) Given the reactants [NH2:1][C:2](=[N:32][O:33][C:34](=[O:48])[C@@H:35]([NH:40]C(OC(C)(C)C)=O)[C@@H:36]([CH3:39])[CH2:37][CH3:38])[C:3]1[CH:31]=[CH:30][C:6]([O:7][CH2:8][CH2:9][CH2:10][CH:11]2[CH2:16][CH2:15][N:14]([CH2:17][CH2:18][CH2:19][O:20][C:21]3[CH:29]=[CH:28][C:24]([C:25]([NH2:27])=[O:26])=[CH:23][CH:22]=3)[CH2:13][CH2:12]2)=[CH:5][CH:4]=1.Cl.C(O)C, predict the reaction product. The product is: [NH2:1][C:2](=[N:32][O:33][C:34](=[O:48])[C@@H:35]([NH2:40])[C@@H:36]([CH3:39])[CH2:37][CH3:38])[C:3]1[CH:31]=[CH:30][C:6]([O:7][CH2:8][CH2:9][CH2:10][CH:11]2[CH2:16][CH2:15][N:14]([CH2:17][CH2:18][CH2:19][O:20][C:21]3[CH:22]=[CH:23][C:24]([C:25]([NH2:27])=[O:26])=[CH:28][CH:29]=3)[CH2:13][CH2:12]2)=[CH:5][CH:4]=1. (3) Given the reactants [CH3:1][C:2]1[CH:3]=[CH:4][C:5]([NH2:8])=[N:6][CH:7]=1.[Br:9][CH2:10][C:11]([C:13]1[CH:18]=[CH:17][C:16]([CH3:19])=[CH:15][CH:14]=1)=O.CC(C)=O, predict the reaction product. The product is: [Br-:9].[CH3:1][C:2]1[CH:3]=[CH:4][C:5]2[NH:8][C:11]([C:13]3[CH:18]=[CH:17][C:16]([CH3:19])=[CH:15][CH:14]=3)=[CH:10][N+:6]=2[CH:7]=1. (4) The product is: [C:17]([N:21]1[C:25]([CH2:26][NH:16][CH2:15][CH2:14][N:11]2[CH2:10][CH2:9][N:8]([C:4]3[CH:5]=[CH:6][CH:7]=[C:2]([Cl:1])[CH:3]=3)[CH2:13][CH2:12]2)=[CH:24][C:23]([CH2:28][CH:29]([CH3:31])[CH3:30])=[N:22]1)([CH3:20])([CH3:19])[CH3:18]. Given the reactants [Cl:1][C:2]1[CH:3]=[C:4]([N:8]2[CH2:13][CH2:12][N:11]([CH2:14][CH2:15][NH2:16])[CH2:10][CH2:9]2)[CH:5]=[CH:6][CH:7]=1.[C:17]([N:21]1[C:25]([CH:26]=O)=[CH:24][C:23]([CH2:28][CH:29]([CH3:31])[CH3:30])=[N:22]1)([CH3:20])([CH3:19])[CH3:18], predict the reaction product. (5) Given the reactants [CH3:1][O:2][C:3]1[CH:4]=[C:5]([C:9]2([C:16]#[N:17])[CH2:14][CH2:13][C:12](=O)[CH2:11][CH2:10]2)[CH:6]=[CH:7][CH:8]=1.[NH2:18][C:19]1[CH:24]=[CH:23][C:22]([CH:25]([C:27]2[CH:32]=[CH:31][CH:30]=[CH:29][CH:28]=2)[OH:26])=[CH:21][CH:20]=1.C(O[BH-](OC(=O)C)OC(=O)C)(=O)C.[Na+].C(=O)([O-])O.[Na+], predict the reaction product. The product is: [C:25]([C:22]1[CH:21]=[CH:20][C:19]([NH:18][CH:12]2[CH2:13][CH2:14][C:9]([C:5]3[CH:6]=[CH:7][CH:8]=[C:3]([O:2][CH3:1])[CH:4]=3)([C:16]#[N:17])[CH2:10][CH2:11]2)=[CH:24][CH:23]=1)(=[O:26])[C:27]1[CH:28]=[CH:29][CH:30]=[CH:31][CH:32]=1. (6) The product is: [Br:1][C:2]1[CH:3]=[C:4]2[C:5](=[CH:16][CH:17]=1)[CH2:6][C:7]([CH3:15])([C:8]([OH:10])=[O:9])[CH2:11][C:12]2=[O:14]. Given the reactants [Br:1][C:2]1[CH:17]=[CH:16][C:5]([CH2:6][C:7]([CH3:15])([CH2:11][C:12]([OH:14])=O)[C:8]([OH:10])=[O:9])=[CH:4][CH:3]=1, predict the reaction product. (7) Given the reactants Br[C:2]1[CH:3]=[CH:4][C:5]([F:16])=[C:6]([C:8]([C:10]2[CH:15]=[CH:14][CH:13]=[CH:12][CH:11]=2)=[O:9])[CH:7]=1.CC1(C)C(C)(C)OB([C:25]2[CH:26]=[C:27]3[C:31](=[CH:32][CH:33]=2)[NH:30][N:29]=[CH:28]3)O1.C(COC)OC.C(=O)([O-])[O-].[Na+].[Na+], predict the reaction product. The product is: [F:16][C:5]1[CH:4]=[CH:3][C:2]([C:25]2[CH:26]=[C:27]3[C:31](=[CH:32][CH:33]=2)[NH:30][N:29]=[CH:28]3)=[CH:7][C:6]=1[C:8]([C:10]1[CH:15]=[CH:14][CH:13]=[CH:12][CH:11]=1)=[O:9]. (8) Given the reactants [NH2:1][CH2:2][C:3]1[C:4]2[N:5]([C:9]([C:12]3[CH:13]=[C:14]([NH:22][C:23]([NH:25][CH2:26][C:27]([F:30])([F:29])[F:28])=[O:24])[CH:15]=[C:16]([O:18][CH:19]([CH3:21])[CH3:20])[CH:17]=3)=[CH:10][N:11]=2)[CH:6]=[CH:7][CH:8]=1.CCN(C(C)C)C(C)C.CN(C(ON1N=NC2C=CC=NC1=2)=[N+](C)C)C.F[P-](F)(F)(F)(F)F.[C:64](O)(=[O:67])[C:65]#[CH:66], predict the reaction product. The product is: [CH:19]([O:18][C:16]1[CH:17]=[C:12]([C:9]2[N:5]3[CH:6]=[CH:7][CH:8]=[C:3]([CH2:2][NH:1][C:64](=[O:67])[C:65]#[CH:66])[C:4]3=[N:11][CH:10]=2)[CH:13]=[C:14]([NH:22][C:23]([NH:25][CH2:26][C:27]([F:29])([F:30])[F:28])=[O:24])[CH:15]=1)([CH3:21])[CH3:20]. (9) The product is: [OH:8][C:9]1[CH:14]=[CH:13][N:12]([C:15]2[CH:20]=[CH:19][C:18]([O:21][CH2:22][C:23]([OH:26])([CH3:24])[CH3:25])=[C:17]([O:27][CH3:28])[CH:16]=2)[C:11](=[O:29])[CH:10]=1. Given the reactants C([O:8][C:9]1[CH:14]=[CH:13][N:12]([C:15]2[CH:20]=[CH:19][C:18]([O:21][CH2:22][C:23]([OH:26])([CH3:25])[CH3:24])=[C:17]([O:27][CH3:28])[CH:16]=2)[C:11](=[O:29])[CH:10]=1)C1C=CC=CC=1, predict the reaction product. (10) Given the reactants [CH2:1]([O:8][C:9]1[CH:14]=[C:13](Cl)[N:12]=[C:11]([N:16]2[CH2:21][CH2:20][O:19][CH2:18][CH2:17]2)[CH:10]=1)[C:2]1[CH:7]=[CH:6][CH:5]=[CH:4][CH:3]=1.[CH3:22][C:23]1[CH:28]=[CH:27][C:26]([NH:29][C:30](=[O:41])[C:31]2[CH:36]=[CH:35][CH:34]=[C:33]([C:37]([F:40])([F:39])[F:38])[CH:32]=2)=[CH:25][C:24]=1B1OC(C)(C)C(C)(C)O1.C(=O)([O-])[O-].[Na+].[Na+], predict the reaction product. The product is: [CH2:1]([O:8][C:9]1[CH:10]=[C:11]([N:16]2[CH2:21][CH2:20][O:19][CH2:18][CH2:17]2)[N:12]=[C:13]([C:24]2[CH:25]=[C:26]([NH:29][C:30](=[O:41])[C:31]3[CH:36]=[CH:35][CH:34]=[C:33]([C:37]([F:39])([F:38])[F:40])[CH:32]=3)[CH:27]=[CH:28][C:23]=2[CH3:22])[CH:14]=1)[C:2]1[CH:7]=[CH:6][CH:5]=[CH:4][CH:3]=1.